From a dataset of Full USPTO retrosynthesis dataset with 1.9M reactions from patents (1976-2016). Predict the reactants needed to synthesize the given product. (1) The reactants are: [CH2:1]([CH:8]1[CH2:13][CH2:12][NH:11][CH2:10][CH2:9]1)[C:2]1[CH:7]=[CH:6][CH:5]=[CH:4][CH:3]=1.C[Si](C)(C)CCOC[N:20]1[C:24]2[CH:25]=[CH:26][CH:27]=[CH:28][C:23]=2[N:22]=[C:21]1[CH:29]=O.ClCCCl.C(O[BH-](OC(=O)C)OC(=O)C)(=O)C.[Na+]. Given the product [CH2:1]([CH:8]1[CH2:13][CH2:12][N:11]([CH2:29][C:21]2[NH:22][C:23]3[CH:28]=[CH:27][CH:26]=[CH:25][C:24]=3[N:20]=2)[CH2:10][CH2:9]1)[C:2]1[CH:7]=[CH:6][CH:5]=[CH:4][CH:3]=1, predict the reactants needed to synthesize it. (2) Given the product [CH3:47][C:15]1[NH:14][C:22]2[C:17]([CH:16]=1)=[CH:18][CH:19]=[CH:20][C:21]=2[OH:23], predict the reactants needed to synthesize it. The reactants are: C([N:14]1[C:22]2[C:17](=[CH:18][CH:19]=[CH:20][C:21]=2[O:23]C2C=CC=C3C=2N(C(C2C=CC=CC=2)C2C=CC=CC=2)C(C)=C3)[CH:16]=[C:15]1[CH3:47])(C1C=CC=CC=1)C1C=CC=CC=1. (3) Given the product [CH3:3][C:4]1[C:13]([CH3:14])=[C:12]([C:22]([O:24][CH2:25][CH2:26][CH3:27])=[O:23])[C:11]2[C:6](=[C:7]([F:20])[CH:8]=[C:9]([C:16]([CH3:19])([CH3:18])[CH3:17])[CH:10]=2)[N:5]=1, predict the reactants needed to synthesize it. The reactants are: [H-].[Na+].[CH3:3][C:4]1[C:13]([CH3:14])=[C:12](O)[C:11]2[C:6](=[C:7]([F:20])[CH:8]=[C:9]([C:16]([CH3:19])([CH3:18])[CH3:17])[CH:10]=2)[N:5]=1.Cl[C:22]([O:24][CH2:25][CH2:26][CH3:27])=[O:23]. (4) Given the product [Cl:34][C:35]1[CH:42]=[C:41]([Cl:43])[CH:40]=[CH:39][C:36]=1[CH2:37][N:20]1[C:21]2[C:26](=[CH:25][C:24]([N:28]=[CH:29][N:30]([CH2:32][CH3:33])[CH3:31])=[CH:23][CH:22]=2)[CH:27]=[C:19]1[CH3:18], predict the reactants needed to synthesize it. The reactants are: [H-].[Na+].C1OCCOCCOCCOCCOC1.[CH3:18][C:19]1[NH:20][C:21]2[C:26]([CH:27]=1)=[CH:25][C:24]([N:28]=[CH:29][N:30]([CH2:32][CH3:33])[CH3:31])=[CH:23][CH:22]=2.[Cl:34][C:35]1[CH:42]=[C:41]([Cl:43])[CH:40]=[CH:39][C:36]=1[CH2:37]Cl. (5) Given the product [Cl:37][C:33]1[CH:34]=[CH:35][CH:36]=[C:31]([Cl:30])[C:32]=1[C:38]1[C:42]([CH2:43][O:44][C:45]2[N:50]=[C:49]([C:51]([F:53])([F:54])[F:52])[C:48]([N:55]([CH2:57][C:58]3[CH:59]=[CH:60][C:61]([C:62]([O:64][CH2:74][CH:72]([OH:73])[CH2:71][OH:70])=[O:63])=[CH:65][CH:66]=3)[CH3:56])=[CH:47][CH:46]=2)=[C:41]([CH:67]([CH3:69])[CH3:68])[O:40][N:39]=1, predict the reactants needed to synthesize it. The reactants are: CN(C(ON1N=NC2C=CC=CC1=2)=[N+](C)C)C.[B-](F)(F)(F)F.C(N(CC)CC)C.[Cl:30][C:31]1[CH:36]=[CH:35][CH:34]=[C:33]([Cl:37])[C:32]=1[C:38]1[C:42]([CH2:43][O:44][C:45]2[N:50]=[C:49]([C:51]([F:54])([F:53])[F:52])[C:48]([N:55]([CH2:57][C:58]3[CH:66]=[CH:65][C:61]([C:62]([OH:64])=[O:63])=[CH:60][CH:59]=3)[CH3:56])=[CH:47][CH:46]=2)=[C:41]([CH:67]([CH3:69])[CH3:68])[O:40][N:39]=1.[OH:70][CH2:71][CH:72]([CH2:74]O)[OH:73]. (6) Given the product [F:22][C:23]1[CH:24]=[C:25]([N:30]2[CH2:34][C@H:33]([CH2:35][NH:36][C:37](=[O:39])[CH3:38])[O:32][C:31]2=[O:40])[CH:26]=[CH:27][C:28]=1[C:3]1[CH:8]=[CH:7][C:6]([C:9]2[CH2:13][CH:12]([CH2:14][N:15]3[CH:19]=[CH:18][N:17]=[N:16]3)[O:11][N:10]=2)=[CH:5][CH:4]=1, predict the reactants needed to synthesize it. The reactants are: C[Sn](C)(C)[C:3]1[CH:8]=[CH:7][C:6]([C:9]2[CH2:13][CH:12]([CH2:14][N:15]3[CH:19]=[CH:18][N:17]=[N:16]3)[O:11][N:10]=2)=[CH:5][CH:4]=1.[F:22][C:23]1[CH:24]=[C:25]([N:30]2[CH2:34][C@H:33]([CH2:35][NH:36][C:37](=[O:39])[CH3:38])[O:32][C:31]2=[O:40])[CH:26]=[CH:27][C:28]=1I.O1C=CC=C1P(C1OC=CC=1)C1OC=CC=1. (7) Given the product [CH3:36][C:30]1[CH:31]=[C:32]([CH3:35])[CH:33]=[CH:34][C:29]=1[N:26]1[CH2:25][CH2:24][N:23]([C:21]([C:9]2[CH:10]=[CH:11][C:12]([N:14]3[CH2:18][CH2:17][CH2:16][S:15]3(=[O:20])=[O:19])=[CH:13][C:8]=2[NH:7][CH3:6])=[O:22])[CH2:28][CH2:27]1, predict the reactants needed to synthesize it. The reactants are: C(O[C:6](=O)[NH:7][C:8]1[CH:13]=[C:12]([N:14]2[CH2:18][CH2:17][CH2:16][S:15]2(=[O:20])=[O:19])[CH:11]=[CH:10][C:9]=1[C:21]([N:23]1[CH2:28][CH2:27][N:26]([C:29]2[CH:34]=[CH:33][C:32]([CH3:35])=[CH:31][C:30]=2[CH3:36])[CH2:25][CH2:24]1)=[O:22])(C)(C)C.[H-].[Na+].CI.O. (8) Given the product [CH3:1][C:2]1[N:25]([C:21]2[CH:20]=[C:19]3[C:24]([C:16]([C:13]4[CH2:14][CH2:15][N:10]([CH3:9])[CH2:11][CH:12]=4)=[CH:17][N:18]3[S:26]([C:29]3[CH:34]=[CH:33][CH:32]=[CH:31][CH:30]=3)(=[O:28])=[O:27])=[CH:23][CH:22]=2)[C:5]([CH3:6])=[CH:4][CH:3]=1, predict the reactants needed to synthesize it. The reactants are: [CH3:1][C:2](=O)[CH2:3][CH2:4][C:5](=O)[CH3:6].[CH3:9][N:10]1[CH2:15][CH:14]=[C:13]([C:16]2[C:24]3[C:19](=[CH:20][C:21]([NH2:25])=[CH:22][CH:23]=3)[N:18]([S:26]([C:29]3[CH:34]=[CH:33][CH:32]=[CH:31][CH:30]=3)(=[O:28])=[O:27])[CH:17]=2)[CH2:12][CH2:11]1.C1(C)C=CC(S(O)(=O)=O)=CC=1.